Dataset: Full USPTO retrosynthesis dataset with 1.9M reactions from patents (1976-2016). Task: Predict the reactants needed to synthesize the given product. (1) The reactants are: [NH2:1][C:2]1[S:3][CH:4]=[C:5]([CH2:7][C:8]([O:10][CH2:11][CH3:12])=[O:9])[N:6]=1.[Cl:13][C:14]1[CH:19]=[C:18]([Cl:20])[CH:17]=[CH:16][C:15]=1[S:21](Cl)(=[O:23])=[O:22]. Given the product [Cl:13][C:14]1[CH:19]=[C:18]([Cl:20])[CH:17]=[CH:16][C:15]=1[S:21]([NH:1][C:2]1[S:3][CH:4]=[C:5]([CH2:7][C:8]([O:10][CH2:11][CH3:12])=[O:9])[N:6]=1)(=[O:23])=[O:22], predict the reactants needed to synthesize it. (2) Given the product [CH3:1][N:2]1[S:11](=[O:13])(=[O:12])[C:10]2[CH:9]=[CH:8][CH:7]=[CH:6][C:5]=2[C:4]([OH:14])=[C:3]1[C:15]([NH:17][C:18]1[CH:19]=[CH:20][CH:21]=[CH:22][N:23]=1)=[O:16].[CH2:90]([OH:91])[C@H:60]1[O:61][C@@H:62]2[O:67][C@H:68]3[C@H:73]([OH:74])[C@@H:72]([OH:75])[C@@H:71]([O:76][C@H:77]4[C@H:83]([OH:84])[C@@H:82]([OH:85])[C@@H:80]([O:81][C@H:26]5[C@H:27]([OH:99])[C@@H:28]([OH:98])[C@@H:29]([O:31][C@H:32]6[C@H:37]([OH:38])[C@@H:36]([OH:39])[C@@H:35]([O:40][C@H:41]7[C@H:46]([OH:47])[C@@H:45]([OH:48])[C@@H:44]([O:49][C@H:50]8[C@H:55]([OH:56])[C@@H:54]([OH:57])[C@@H:53]([O:58][C@H:59]1[C@H:64]([OH:65])[C@H:63]2[OH:66])[O:52][C@@H:51]8[CH2:92][OH:93])[O:43][C@@H:42]7[CH2:94][OH:95])[O:34][C@@H:33]6[CH2:96][OH:97])[O:30][C@@H:25]5[CH2:24][OH:100])[O:79][C@@H:78]4[CH2:86][OH:87])[O:70][C@@H:69]3[CH2:88][OH:89].[NH2:101][C@H:102]([C:110]([OH:112])=[O:111])[CH2:103][CH2:104][CH2:105][NH:106][C:107](=[NH:108])[NH2:109], predict the reactants needed to synthesize it. The reactants are: [CH3:1][N:2]1[S:11](=[O:13])(=[O:12])[C:10]2[CH:9]=[CH:8][CH:7]=[CH:6][C:5]=2[C:4]([OH:14])=[C:3]1[C:15]([NH:17][C:18]1[CH:19]=[CH:20][CH:21]=[CH:22][N:23]=1)=[O:16].[CH2:24]([OH:100])[C@H:25]1[O:30][C@@H:29]2[O:31][C@H:32]3[C@H:37]([OH:38])[C@@H:36]([OH:39])[C@@H:35]([O:40][C@H:41]4[C@H:46]([OH:47])[C@@H:45]([OH:48])[C@@H:44]([O:49][C@H:50]5[C@H:55]([OH:56])[C@@H:54]([OH:57])[C@@H:53]([O:58][C@H:59]6[C@H:64]([OH:65])[C@@H:63]([OH:66])[C@@H:62]([O:67][C@H:68]7[C@H:73]([OH:74])[C@@H:72]([OH:75])[C@@H:71]([O:76][C@H:77]8[C@H:83]([OH:84])[C@@H:82]([OH:85])[C@@H:80]([O:81][C@H:26]1[C@H:27]([OH:99])[C@H:28]2[OH:98])[O:79][C@@H:78]8[CH2:86][OH:87])[O:70][C@@H:69]7[CH2:88][OH:89])[O:61][C@@H:60]6[CH2:90][OH:91])[O:52][C@@H:51]5[CH2:92][OH:93])[O:43][C@@H:42]4[CH2:94][OH:95])[O:34][C@@H:33]3[CH2:96][OH:97].[NH2:101][C@H:102]([C:110]([OH:112])=[O:111])[CH2:103][CH2:104][CH2:105][NH:106][C:107](=[NH:109])[NH2:108].C(=O)=O. (3) Given the product [Cl:15][C:16]1[CH:17]=[C:18]([CH:21]=[CH:22][C:23]=1[NH:14][CH2:13][CH2:12][F:11])[C:19]#[N:20], predict the reactants needed to synthesize it. The reactants are: C(N(CC)C(C)C)(C)C.Cl.[F:11][CH2:12][CH2:13][NH2:14].[Cl:15][C:16]1[CH:17]=[C:18]([CH:21]=[CH:22][C:23]=1F)[C:19]#[N:20]. (4) Given the product [CH3:36][N:33]1[CH2:34][CH2:35][N:30]([C:28](=[O:29])[CH2:27][O:26][C:25]2[CH:24]=[C:23]([CH:45]=[CH:44][CH:43]=2)[CH:21]=[O:22])[CH2:31][CH2:32]1, predict the reactants needed to synthesize it. The reactants are: C(C1C=C(C=CC=1)OCC(O)=O)=O.CN1CCCCC1.[CH:21]([C:23]1[CH:24]=[C:25]([CH:43]=[CH:44][CH:45]=1)[O:26][CH2:27][C:28]([N:30]1[CH2:35][CH2:34][N:33]([C:36](OC(C)(C)C)=O)[CH2:32][CH2:31]1)=[O:29])=[O:22]. (5) Given the product [C:20]1([S:26]([N:29]2[C:37]3[C:32](=[CH:33][C:34]([F:38])=[CH:35][CH:36]=3)[CH:31]=[C:30]2[C:39]2[CH:40]=[C:41]([CH:42]([C:2]3[CH:7]=[C:6]([O:8][CH3:9])[C:5]([O:10][CH3:11])=[C:4]([O:12][CH3:13])[CH:3]=3)[OH:43])[CH:44]=[CH:45][CH:46]=2)(=[O:28])=[O:27])[CH:21]=[CH:22][CH:23]=[CH:24][CH:25]=1, predict the reactants needed to synthesize it. The reactants are: Br[C:2]1[CH:7]=[C:6]([O:8][CH3:9])[C:5]([O:10][CH3:11])=[C:4]([O:12][CH3:13])[CH:3]=1.C([O-])([O-])=O.[K+].[K+].[C:20]1([S:26]([N:29]2[C:37]3[C:32](=[CH:33][C:34]([F:38])=[CH:35][CH:36]=3)[CH:31]=[C:30]2[C:39]2[CH:40]=[C:41]([CH:44]=[CH:45][CH:46]=2)[CH:42]=[O:43])(=[O:28])=[O:27])[CH:25]=[CH:24][CH:23]=[CH:22][CH:21]=1. (6) Given the product [OH:1][C@:2]1([C:30]([F:35])([F:36])[C:31]([F:32])([F:33])[F:34])[C@:18]2([CH3:19])[C@H:5]([C@H:6]3[C:15]([C@@H:16]([C:20]4[CH:21]=[CH:22][C:23]([CH:26]([O:28][C:44](=[O:45])[CH2:43][CH2:42][C:38]5[S:37][CH:41]=[CH:40][N:39]=5)[CH3:27])=[CH:24][CH:25]=4)[CH2:17]2)=[C:14]2[C:9](=[CH:10][C:11](=[O:29])[CH2:12][CH2:13]2)[CH2:8][CH2:7]3)[CH2:4][CH2:3]1, predict the reactants needed to synthesize it. The reactants are: [OH:1][C@:2]1([C:30]([F:36])([F:35])[C:31]([F:34])([F:33])[F:32])[C@:18]2([CH3:19])[C@H:5]([C@H:6]3[C:15]([C@@H:16]([C:20]4[CH:25]=[CH:24][C:23]([CH:26]([OH:28])[CH3:27])=[CH:22][CH:21]=4)[CH2:17]2)=[C:14]2[C:9](=[CH:10][C:11](=[O:29])[CH2:12][CH2:13]2)[CH2:8][CH2:7]3)[CH2:4][CH2:3]1.[S:37]1[CH:41]=[CH:40][N:39]=[C:38]1[CH2:42][CH2:43][C:44](O)=[O:45].